This data is from Catalyst prediction with 721,799 reactions and 888 catalyst types from USPTO. The task is: Predict which catalyst facilitates the given reaction. (1) Reactant: [F:1][C:2]1[C:11]([F:12])=[C:10]([F:13])[CH:9]=[C:8]2[C:3]=1[C:4]([OH:19])=[C:5]([C:14]([O:16][CH2:17][CH3:18])=[O:15])[CH:6]=[N:7]2.C([O-])([O-])=O.[K+].[K+].[C:26]1([CH2:32][CH2:33]Br)[CH:31]=[CH:30][CH:29]=[CH:28][CH:27]=1. Product: [F:1][C:2]1[C:11]([F:12])=[C:10]([F:13])[CH:9]=[C:8]2[C:3]=1[C:4](=[O:19])[C:5]([C:14]([O:16][CH2:17][CH3:18])=[O:15])=[CH:6][N:7]2[CH2:33][CH2:32][C:26]1[CH:31]=[CH:30][CH:29]=[CH:28][CH:27]=1. The catalyst class is: 3. (2) The catalyst class is: 98. Product: [N:25]1[CH:30]=[CH:29][CH:28]=[CH:27][C:26]=1[CH2:31][S:36][C:37]1[N:38]=[CH:39][N:40]2[CH:44]=[CH:43][S:42][C:41]=12. Reactant: C1(P(C2C=CC=CC=2)C2C=CC=CC=2)C=CC=CC=1.C(Br)(Br)(Br)Br.[N:25]1[CH:30]=[CH:29][CH:28]=[CH:27][C:26]=1[CH2:31]O.C([S:36][C:37]1[N:38]=[CH:39][N:40]2[CH:44]=[CH:43][S:42][C:41]=12)(=O)C.C[O-].[Na+].CO.BrCC1C=CC=CN=1.[Cl-].[NH4+]. (3) Reactant: [OH:1][C:2]1[CH:11]=[CH:10][CH:9]=[CH:8][C:3]=1[C:4]([O:6][CH3:7])=[O:5].C([O-])([O-])=O.[K+].[K+].I[CH2:19][CH2:20][CH2:21]/[CH:22]=[CH:23]\[CH2:24][CH2:25][CH2:26][CH2:27][CH2:28][CH3:29]. Product: [CH2:19]([O:1][C:2]1[CH:11]=[CH:10][CH:9]=[CH:8][C:3]=1[C:4]([O:6][CH3:7])=[O:5])[CH2:20][CH2:21]/[CH:22]=[CH:23]\[CH2:24][CH2:25][CH2:26][CH2:27][CH2:28][CH3:29]. The catalyst class is: 3. (4) Reactant: C([O:3][C:4](=[O:35])[CH2:5][N:6]([C:14](=[O:34])[C:15]1[CH:20]=[CH:19][CH:18]=[C:17]([C:21](=[O:33])[NH:22][CH2:23][C:24]2[CH:32]=[CH:31][C:27]3[O:28][CH2:29][O:30][C:26]=3[CH:25]=2)[CH:16]=1)[CH2:7][C:8]1[CH:13]=[CH:12][CH:11]=[CH:10][CH:9]=1)C.O.O1CCOCC1.[OH-].[Na+]. Product: [O:28]1[C:27]2[CH:31]=[CH:32][C:24]([CH2:23][NH:22][C:21]([C:17]3[CH:16]=[C:15]([CH:20]=[CH:19][CH:18]=3)[C:14]([N:6]([CH2:5][C:4]([OH:35])=[O:3])[CH2:7][C:8]3[CH:13]=[CH:12][CH:11]=[CH:10][CH:9]=3)=[O:34])=[O:33])=[CH:25][C:26]=2[O:30][CH2:29]1. The catalyst class is: 8.